Dataset: Forward reaction prediction with 1.9M reactions from USPTO patents (1976-2016). Task: Predict the product of the given reaction. Given the reactants Cl[C:2]1[C:18]([C:19]#[N:20])=[CH:17][C:5]([C:6]([O:8][CH2:9][C:10]2[CH:15]=[CH:14][C:13]([F:16])=[CH:12][CH:11]=2)=[O:7])=[C:4]([CH3:21])[N:3]=1.CCN(C(C)C)C(C)C.[CH2:31]([S:38]([NH:41][C:42]([CH:44]1[CH2:49][CH2:48][NH:47][CH2:46][CH2:45]1)=[O:43])(=[O:40])=[O:39])[C:32]1[CH:37]=[CH:36][CH:35]=[CH:34][CH:33]=1.C([O-])(O)=O.[Na+], predict the reaction product. The product is: [CH2:31]([S:38]([NH:41][C:42]([CH:44]1[CH2:49][CH2:48][N:47]([C:2]2[C:18]([C:19]#[N:20])=[CH:17][C:5]([C:6]([O:8][CH2:9][C:10]3[CH:15]=[CH:14][C:13]([F:16])=[CH:12][CH:11]=3)=[O:7])=[C:4]([CH3:21])[N:3]=2)[CH2:46][CH2:45]1)=[O:43])(=[O:39])=[O:40])[C:32]1[CH:33]=[CH:34][CH:35]=[CH:36][CH:37]=1.